From a dataset of Full USPTO retrosynthesis dataset with 1.9M reactions from patents (1976-2016). Predict the reactants needed to synthesize the given product. Given the product [CH3:1][S:2][C:3]1[CH:4]=[C:5]2[C:9](=[CH:10][C:11]=1[C:12]([F:13])([F:14])[F:15])[N:8]([C:16](=[O:29])[NH:17][C:18]1[CH:23]=[CH:22][CH:21]=[C:20]([C:24]([OH:26])=[O:25])[CH:19]=1)[CH2:7][CH2:6]2, predict the reactants needed to synthesize it. The reactants are: [CH3:1][S:2][C:3]1[CH:4]=[C:5]2[C:9](=[CH:10][C:11]=1[C:12]([F:15])([F:14])[F:13])[N:8]([C:16](=[O:29])[NH:17][C:18]1[CH:23]=[CH:22][CH:21]=[C:20]([C:24]([O:26]CC)=[O:25])[CH:19]=1)[CH2:7][CH2:6]2.[OH-].[Na+].Cl.